Dataset: Experimentally validated miRNA-target interactions with 360,000+ pairs, plus equal number of negative samples. Task: Binary Classification. Given a miRNA mature sequence and a target amino acid sequence, predict their likelihood of interaction. (1) The miRNA is hsa-miR-624-5p with sequence UAGUACCAGUACCUUGUGUUCA. The protein sequence of the target gene is MQFMLLFSRQGKLRLQKWYVPLSDKEKKKITRELVQTVLARKPKMCSFLEWRDLKIVYKRYASLYFCCAIEDQDNELITLEIIHRYVELLDKYFGSVCELDIIFNFEKAYFILDEFLLGGEVQETSKKNVLKAIEQADLLQEDAKEAETPRSVLEEIGLT. Result: 0 (no interaction). (2) The miRNA is hsa-miR-1185-5p with sequence AGAGGAUACCCUUUGUAUGUU. The protein sequence of the target gene is MMFYRLLSIVGRQRASPGWQNWSSARNSTSAAEARSMALPTQAQVVICGGGITGTSVAYHLSKMGWKDIVLLEQGRLAAGSTRFCAGILSTARHLTIEQKMADYSNKLYYQLEQETGIQTGYTRTGSIFLAQTQDRLISLKRINAGLNVIGIPSEIISPKKVAELHHLLNVHDLVGAMHVPEDAVVSSADVALALASAASQNGVQIYDRTSVLHVMVKKGQVTGVETDKGQIECQYFVNCAGQWAYELGLSNEEPVSIPLHACEHFYLLTRPLETPLQSSTPTIVDADGRIYIRNWQGGI.... Result: 1 (interaction). (3) The miRNA is hsa-miR-3655 with sequence GCUUGUCGCUGCGGUGUUGCU. The protein sequence of the target gene is MPTESASCSTARQTKQKRKSHSLSIRRTNSSEQERTGLPRDMLEGQDSKLPSSVRSTLLELFGQIEREFENLYIENLELRREIDTLNERLAAEGQAIDGAELSKGQLKTKASHSTSQLSQKLKTTYKASTSKIVSSFKTTTSRAACQLVKEYIGHRDGIWDVSVAKTQPVVLGTASADHTALLWSIETGKCLVKYAGHVGSVNSIKFHPSEQLALTASGDQTAHIWRYAVQLPTPQPVADTSISGEDEVECSDKDEPDLDGDVSSDCPTIRVPLTSLKSHQGVVIASDWLVGGKQAVTAS.... Result: 1 (interaction).